Task: Predict the reaction yield, written as a fraction of the theoretical maximum amount of product (1.0 means a 100% yield; for example, 0.34 means a 34% yield).. Dataset: Reaction yield outcomes from USPTO patents with 853,638 reactions The reactants are [C:1]([C:9]1[S:10][CH:11]=[CH:12][C:13]=1[C:14]([O:16]CC)=O)(=O)[C:2]1[CH:7]=[CH:6][N:5]=[CH:4][CH:3]=1.[NH2:19][NH2:20].O. The catalyst is CCO. The product is [N:5]1[CH:6]=[CH:7][C:2]([C:1]2[C:9]3[S:10][CH:11]=[CH:12][C:13]=3[C:14](=[O:16])[NH:19][N:20]=2)=[CH:3][CH:4]=1. The yield is 0.851.